This data is from Reaction yield outcomes from USPTO patents with 853,638 reactions. The task is: Predict the reaction yield, written as a fraction of the theoretical maximum amount of product (1.0 means a 100% yield; for example, 0.34 means a 34% yield). (1) The reactants are [Cl:1][C:2]1[CH:7]=[CH:6][CH:5]=[CH:4][C:3]=1[C:8]1[C:35](=[O:36])[N:34]([CH3:37])[C:11]2[N:12]=[C:13]([NH:16][C:17]3[CH:26]=[CH:25][CH:24]=[C:23]4[C:18]=3[CH2:19][CH2:20][N:21](C(OC(C)(C)C)=O)[CH2:22]4)[N:14]=[CH:15][C:10]=2[CH:9]=1.C(O)(C(F)(F)F)=O. The catalyst is C(Cl)Cl. The product is [Cl:1][C:2]1[CH:7]=[CH:6][CH:5]=[CH:4][C:3]=1[C:8]1[C:35](=[O:36])[N:34]([CH3:37])[C:11]2[N:12]=[C:13]([NH:16][C:17]3[CH:26]=[CH:25][CH:24]=[C:23]4[C:18]=3[CH2:19][CH2:20][NH:21][CH2:22]4)[N:14]=[CH:15][C:10]=2[CH:9]=1. The yield is 0.630. (2) The reactants are CC([O-])(C)C.[K+].CC1C=CC(S([CH2:17][N+:18]#[C-])(=O)=O)=CC=1.[CH2:20]([O:27][C:28]1[CH:29]=[C:30]([CH:33]=[CH:34][C:35]=1[O:36][CH3:37])[CH:31]=O)[C:21]1[CH:26]=[CH:25][CH:24]=[CH:23][CH:22]=1.CO. The catalyst is C1COCC1.O. The product is [CH2:20]([O:27][C:28]1[CH:29]=[C:30]([CH2:31][C:17]#[N:18])[CH:33]=[CH:34][C:35]=1[O:36][CH3:37])[C:21]1[CH:26]=[CH:25][CH:24]=[CH:23][CH:22]=1. The yield is 0.480. (3) The reactants are [NH2:1][C:2]1[N:7]=[CH:6][N:5]=[C:4]2[N:8]([CH2:19][C:20]3[N:21]([C:32]4[CH:37]=[CH:36][CH:35]=[CH:34][C:33]=4[CH3:38])[C:22](=[O:31])[C:23]4[C:28]([CH:29]=3)=[CH:27][CH:26]=[CH:25][C:24]=4[CH3:30])[N:9]=[C:10]([C:11]3[CH:16]=[C:15]([OH:17])[CH:14]=[C:13]([F:18])[CH:12]=3)[C:3]=12.[Al].C(Br)(Br)(Br)Br.[CH2:45]([O:47][P:48]([O-:52])[O:49][CH2:50][CH3:51])[CH3:46].C(N(CC)CC)C. The catalyst is C1COCC1. The product is [P:48]([O:49][CH2:50][CH3:51])([O:47][CH2:45][CH3:46])([O:17][C:15]1[CH:14]=[C:13]([F:18])[CH:12]=[C:11]([C:10]2[C:3]3[C:4](=[N:5][CH:6]=[N:7][C:2]=3[NH2:1])[N:8]([CH2:19][C:20]3[N:21]([C:32]4[CH:37]=[CH:36][CH:35]=[CH:34][C:33]=4[CH3:38])[C:22](=[O:31])[C:23]4[C:28]([CH:29]=3)=[CH:27][CH:26]=[CH:25][C:24]=4[CH3:30])[N:9]=2)[CH:16]=1)=[O:52]. The yield is 0.620. (4) The reactants are I[C:2]1[N:3]=[C:4]([CH:13]([CH3:15])[CH3:14])[N:5]2[CH:10]=[CH:9][N:8]=[C:7]([NH:11][CH3:12])[C:6]=12.CC1(C)C(C)(C)OB([C:24]2[C:33]3[C:28](=[CH:29][CH:30]=[CH:31][CH:32]=3)[C:27]([NH:34][C:35]([NH:37][C:38]3[CH:43]=[CH:42][CH:41]=[C:40]([C:44]([F:47])([F:46])[F:45])[CH:39]=3)=[O:36])=[CH:26][CH:25]=2)O1.C(=O)([O-])[O-].[Na+].[Na+]. The catalyst is COCCOC.O.C(#N)C.O.C1C=CC([P]([Pd]([P](C2C=CC=CC=2)(C2C=CC=CC=2)C2C=CC=CC=2)([P](C2C=CC=CC=2)(C2C=CC=CC=2)C2C=CC=CC=2)[P](C2C=CC=CC=2)(C2C=CC=CC=2)C2C=CC=CC=2)(C2C=CC=CC=2)C2C=CC=CC=2)=CC=1. The product is [CH:13]([C:4]1[N:5]2[CH:10]=[CH:9][N:8]=[C:7]([NH:11][CH3:12])[C:6]2=[C:2]([C:24]2[C:33]3[C:28](=[CH:29][CH:30]=[CH:31][CH:32]=3)[C:27]([NH:34][C:35]([NH:37][C:38]3[CH:43]=[CH:42][CH:41]=[C:40]([C:44]([F:45])([F:46])[F:47])[CH:39]=3)=[O:36])=[CH:26][CH:25]=2)[N:3]=1)([CH3:15])[CH3:14]. The yield is 0.270. (5) The reactants are ClC(N(C)C)=C(C)C.[F:9][C:10]1[CH:15]=[CH:14][CH:13]=[C:12]([F:16])[C:11]=1[C:17]1[S:18][CH:19]=[C:20]([C:22]([OH:24])=O)[N:21]=1.[NH2:25][C:26]1[C:27]([N:44]2[CH2:49][CH2:48][CH2:47][C@H:46]([NH:50][C:51](=[O:57])[O:52][C:53]([CH3:56])([CH3:55])[CH3:54])[CH2:45]2)=[C:28]2[CH:34]=[CH:33][N:32]([S:35]([C:38]3[CH:43]=[CH:42][CH:41]=[CH:40][CH:39]=3)(=[O:37])=[O:36])[C:29]2=[N:30][CH:31]=1.N1C=CC=CC=1. The catalyst is C(Cl)Cl. The product is [F:16][C:12]1[CH:13]=[CH:14][CH:15]=[C:10]([F:9])[C:11]=1[C:17]1[S:18][CH:19]=[C:20]([C:22]([NH:25][C:26]2[C:27]([N:44]3[CH2:49][CH2:48][CH2:47][C@H:46]([NH:50][C:51](=[O:57])[O:52][C:53]([CH3:55])([CH3:54])[CH3:56])[CH2:45]3)=[C:28]3[CH:34]=[CH:33][N:32]([S:35]([C:38]4[CH:39]=[CH:40][CH:41]=[CH:42][CH:43]=4)(=[O:37])=[O:36])[C:29]3=[N:30][CH:31]=2)=[O:24])[N:21]=1. The yield is 0.950.